Task: Regression. Given a peptide amino acid sequence and an MHC pseudo amino acid sequence, predict their binding affinity value. This is MHC class I binding data.. Dataset: Peptide-MHC class I binding affinity with 185,985 pairs from IEDB/IMGT (1) The peptide sequence is LYRYIQWLR. The MHC is HLA-A31:01 with pseudo-sequence HLA-A31:01. The binding affinity (normalized) is 1.00. (2) The peptide sequence is GRSLEDDIR. The MHC is HLA-B27:05 with pseudo-sequence HLA-B27:05. The binding affinity (normalized) is 0.0847. (3) The peptide sequence is RMYIFFASFY. The binding affinity (normalized) is 0.950. The MHC is HLA-A30:02 with pseudo-sequence HLA-A30:02. (4) The peptide sequence is PDRQAGFLGL. The MHC is Mamu-A11 with pseudo-sequence Mamu-A11. The binding affinity (normalized) is 0.0609.